From a dataset of Tox21: 12 toxicity assays (nuclear receptors and stress response pathways). Binary classification across 12 toxicity assays. (1) The compound is Nc1cccc2ccccc12. It tested positive (active) for: NR-AhR (Aryl hydrocarbon Receptor agonist activity). (2) The compound is O=S(=O)([O-])c1ccccc1C=Cc1ccc(-c2ccc(C=Cc3ccccc3S(=O)(=O)[O-])cc2)cc1. It tested positive (active) for: SR-p53 (p53 tumor suppressor activation).